Dataset: Full USPTO retrosynthesis dataset with 1.9M reactions from patents (1976-2016). Task: Predict the reactants needed to synthesize the given product. (1) Given the product [CH2:15]([O:17][CH2:18][C:19](=[O:20])[CH:12]([C:9]1[CH:8]=[CH:7][C:6]([O:1][CH3:2])=[CH:11][CH:10]=1)[C:13]#[N:14])[CH3:16], predict the reactants needed to synthesize it. The reactants are: [O-:1][CH2:2]C.[Na+].C[C:6]1[CH:11]=[CH:10][C:9]([CH2:12][C:13]#[N:14])=[CH:8][CH:7]=1.[CH2:15]([O:17][CH2:18][C:19](OCC)=[O:20])[CH3:16]. (2) Given the product [OH:24][C:29]([CH3:28])([CH3:30])[CH2:18][N:1]1[C:9]2[C:4](=[CH:5][C:6]([C:10]([O:12][CH2:13][C:14]([OH:15])([CH3:17])[CH3:16])=[O:11])=[CH:7][CH:8]=2)[CH:3]=[N:2]1, predict the reactants needed to synthesize it. The reactants are: [NH:1]1[C:9]2[C:4](=[CH:5][C:6]([C:10]([OH:12])=[O:11])=[CH:7][CH:8]=2)[CH:3]=[N:2]1.[CH3:13][C:14]1([CH3:17])[CH2:16][O:15]1.[C:18]([O-])([O-])=O.[K+].[K+].[OH2:24].CN1[C:30](=O)[CH2:29][CH2:28]C1. (3) Given the product [F:1][C:2]1[CH:3]=[C:4]([C:8]2[CH:9]=[C:10]([C:11]([O:13][CH2:14][CH3:15])=[O:12])[NH:19][N:18]=2)[CH:5]=[CH:6][CH:7]=1, predict the reactants needed to synthesize it. The reactants are: [F:1][C:2]1[CH:3]=[C:4]([C:8](=O)[CH2:9][C:10](=O)[C:11]([O:13][CH2:14][CH3:15])=[O:12])[CH:5]=[CH:6][CH:7]=1.[NH2:18][NH2:19]. (4) Given the product [Cl:2][C:3]1[CH:4]=[CH:5][C:6]([O:27][CH2:28][CH3:29])=[C:7]([C:9]2[N:14]=[C:13]([NH:15][CH3:16])[N:12]=[C:11]([NH:17][C:18]3[CH:26]=[CH:25][C:21]([CH2:22][OH:23])=[CH:20][CH:19]=3)[CH:10]=2)[CH:8]=1, predict the reactants needed to synthesize it. The reactants are: [Na+].[Cl:2][C:3]1[CH:4]=[CH:5][C:6]([O:27][CH2:28][CH3:29])=[C:7]([C:9]2[N:14]=[C:13]([NH:15][CH3:16])[N:12]=[C:11]([NH:17][C:18]3[CH:26]=[CH:25][C:21]([C:22]([O-])=[O:23])=[CH:20][CH:19]=3)[CH:10]=2)[CH:8]=1.[Al].[Li].CO.Cl. (5) Given the product [CH3:18][C:15]1([CH3:19])[N:14]([C:20]([O:22][C:23]([CH3:24])([CH3:25])[CH3:26])=[O:21])[C@@:13]([CH3:27])([C:11](=[O:12])[NH:10][CH2:9][C:8](=[O:28])[C:5]2[CH:6]=[CH:7][C:2]([O:1][CH2:43][CH2:42][O:41][CH2:33][CH2:34][C:35]3[CH:40]=[CH:39][CH:38]=[CH:37][CH:36]=3)=[C:3]([C:29]([F:31])([F:32])[F:30])[CH:4]=2)[CH2:17][O:16]1, predict the reactants needed to synthesize it. The reactants are: [OH:1][C:2]1[CH:7]=[CH:6][C:5]([C:8](=[O:28])[CH2:9][NH:10][C:11]([C@@:13]2([CH3:27])[CH2:17][O:16][C:15]([CH3:19])([CH3:18])[N:14]2[C:20]([O:22][C:23]([CH3:26])([CH3:25])[CH3:24])=[O:21])=[O:12])=[CH:4][C:3]=1[C:29]([F:32])([F:31])[F:30].[CH2:33]([O:41][CH2:42][CH2:43]O)[CH2:34][C:35]1[CH:40]=[CH:39][CH:38]=[CH:37][CH:36]=1.C1C=CC(P(C2C=CC=CC=2)C2C=CC=CC=2)=CC=1.CC(OC(/N=N/C(OC(C)C)=O)=O)C. (6) Given the product [Cl:1][C:2]1[CH:7]=[C:6]([O:8][C:9]2[C:18]3[C:13](=[CH:14][C:15]([O:21][CH2:37][C:38]4[CH:39]=[N:40][CH:41]=[CH:42][CH:43]=4)=[C:16]([O:19][CH3:20])[CH:17]=3)[N:12]=[CH:11][CH:10]=2)[CH:5]=[CH:4][C:3]=1[NH:22][C:23]([NH:25][CH2:26][CH2:27][CH3:28])=[O:24], predict the reactants needed to synthesize it. The reactants are: [Cl:1][C:2]1[CH:7]=[C:6]([O:8][C:9]2[C:18]3[C:13](=[CH:14][C:15]([OH:21])=[C:16]([O:19][CH3:20])[CH:17]=3)[N:12]=[CH:11][CH:10]=2)[CH:5]=[CH:4][C:3]=1[NH:22][C:23]([NH:25][CH2:26][CH2:27][CH3:28])=[O:24].C(=O)([O-])[O-].[K+].[K+].Cl.Cl[CH2:37][C:38]1[CH:39]=[N:40][CH:41]=[CH:42][CH:43]=1.O. (7) Given the product [Cl:1][C:2]1[N:3]=[N:4][C:5]([NH:13][NH2:14])=[C:6]([CH3:10])[C:7]=1[CH2:8][CH3:9], predict the reactants needed to synthesize it. The reactants are: [Cl:1][C:2]1[N:3]=[N:4][C:5](Cl)=[C:6]([CH3:10])[C:7]=1[CH2:8][CH3:9].O.[NH2:13][NH2:14].